Dataset: NCI-60 drug combinations with 297,098 pairs across 59 cell lines. Task: Regression. Given two drug SMILES strings and cell line genomic features, predict the synergy score measuring deviation from expected non-interaction effect. (1) Drug 1: C1C(C(OC1N2C=C(C(=O)NC2=O)F)CO)O. Drug 2: COC1=NC(=NC2=C1N=CN2C3C(C(C(O3)CO)O)O)N. Cell line: SF-539. Synergy scores: CSS=29.0, Synergy_ZIP=-7.49, Synergy_Bliss=-2.12, Synergy_Loewe=-31.3, Synergy_HSA=-3.80. (2) Drug 1: C1C(C(OC1N2C=NC3=C2NC=NCC3O)CO)O. Drug 2: CC1C(C(CC(O1)OC2CC(CC3=C2C(=C4C(=C3O)C(=O)C5=C(C4=O)C(=CC=C5)OC)O)(C(=O)CO)O)N)O.Cl. Cell line: IGROV1. Synergy scores: CSS=45.1, Synergy_ZIP=4.92, Synergy_Bliss=4.24, Synergy_Loewe=-25.8, Synergy_HSA=3.67. (3) Drug 1: CC1=CC=C(C=C1)C2=CC(=NN2C3=CC=C(C=C3)S(=O)(=O)N)C(F)(F)F. Drug 2: CC(C)CN1C=NC2=C1C3=CC=CC=C3N=C2N. Cell line: ACHN. Synergy scores: CSS=-0.893, Synergy_ZIP=0.306, Synergy_Bliss=-1.50, Synergy_Loewe=-2.73, Synergy_HSA=-3.85. (4) Drug 1: CC1CCC2CC(C(=CC=CC=CC(CC(C(=O)C(C(C(=CC(C(=O)CC(OC(=O)C3CCCCN3C(=O)C(=O)C1(O2)O)C(C)CC4CCC(C(C4)OC)O)C)C)O)OC)C)C)C)OC. Drug 2: C1CN(CCN1C(=O)CCBr)C(=O)CCBr. Cell line: LOX IMVI. Synergy scores: CSS=26.5, Synergy_ZIP=-10.6, Synergy_Bliss=-1.14, Synergy_Loewe=0.300, Synergy_HSA=2.50. (5) Drug 1: CC1C(C(CC(O1)OC2CC(CC3=C2C(=C4C(=C3O)C(=O)C5=C(C4=O)C(=CC=C5)OC)O)(C(=O)CO)O)N)O.Cl. Drug 2: CC1C(C(CC(O1)OC2CC(CC3=C2C(=C4C(=C3O)C(=O)C5=C(C4=O)C(=CC=C5)OC)O)(C(=O)C)O)N)O.Cl. Cell line: 786-0. Synergy scores: CSS=50.9, Synergy_ZIP=-2.06, Synergy_Bliss=1.52, Synergy_Loewe=-16.2, Synergy_HSA=2.89. (6) Drug 1: CC1=CC2C(CCC3(C2CCC3(C(=O)C)OC(=O)C)C)C4(C1=CC(=O)CC4)C. Drug 2: CC(C1=C(C=CC(=C1Cl)F)Cl)OC2=C(N=CC(=C2)C3=CN(N=C3)C4CCNCC4)N. Cell line: U251. Synergy scores: CSS=0.759, Synergy_ZIP=-0.987, Synergy_Bliss=-1.35, Synergy_Loewe=-1.30, Synergy_HSA=-1.18. (7) Drug 1: CC1C(C(=O)NC(C(=O)N2CCCC2C(=O)N(CC(=O)N(C(C(=O)O1)C(C)C)C)C)C(C)C)NC(=O)C3=C4C(=C(C=C3)C)OC5=C(C(=O)C(=C(C5=N4)C(=O)NC6C(OC(=O)C(N(C(=O)CN(C(=O)C7CCCN7C(=O)C(NC6=O)C(C)C)C)C)C(C)C)C)N)C. Drug 2: C1=CN(C=N1)CC(O)(P(=O)(O)O)P(=O)(O)O. Cell line: OVCAR-4. Synergy scores: CSS=9.12, Synergy_ZIP=-4.03, Synergy_Bliss=-3.43, Synergy_Loewe=-14.5, Synergy_HSA=-2.80.